This data is from Aqueous solubility values for 9,982 compounds from the AqSolDB database. The task is: Regression/Classification. Given a drug SMILES string, predict its absorption, distribution, metabolism, or excretion properties. Task type varies by dataset: regression for continuous measurements (e.g., permeability, clearance, half-life) or binary classification for categorical outcomes (e.g., BBB penetration, CYP inhibition). For this dataset (solubility_aqsoldb), we predict Y. (1) The compound is CCCCC(CC)COC(=O)c1ccccc1C(=O)OCC(CC)CCCC. The Y is -6.98 log mol/L. (2) The compound is Nc1cc(Cl)c(Cl)cc1S(=O)(=O)O. The Y is -2.11 log mol/L.